Task: Predict the reactants needed to synthesize the given product.. Dataset: Full USPTO retrosynthesis dataset with 1.9M reactions from patents (1976-2016) Given the product [CH3:38][N:39]([CH3:46])[CH2:40]/[CH:41]=[CH:42]/[C:31]([NH:30][C@H:28]1[CH2:27][C@H:26]([N:10]2[C:3]3[C:2]([O:24][C:21]4[CH:20]=[CH:19][C:18]([O:11][C:12]5[CH:17]=[CH:16][CH:15]=[CH:14][CH:13]=5)=[CH:23][CH:22]=4)=[N:7][CH:6]=[N:5][C:4]=3[CH:8]=[CH:9]2)[CH2:29]1)=[O:37], predict the reactants needed to synthesize it. The reactants are: Cl[C:2]1[C:3]2[NH:10][CH:9]=[CH:8][C:4]=2[N:5]=[CH:6][N:7]=1.[O:11]([C:18]1[CH:23]=[CH:22][C:21]([OH:24])=[CH:20][CH:19]=1)[C:12]1[CH:17]=[CH:16][CH:15]=[CH:14][CH:13]=1.O[C@@H:26]1[CH2:29][C@H:28]([NH:30][C:31](=[O:37])OC(C)(C)C)[CH2:27]1.[CH3:38][N:39]([CH3:46])[CH2:40]/[CH:41]=[CH:42]/C(O)=O.